This data is from Full USPTO retrosynthesis dataset with 1.9M reactions from patents (1976-2016). The task is: Predict the reactants needed to synthesize the given product. (1) Given the product [CH3:12][C:3]1[C:2]([N:1]2[CH:17]=[N:29][N:28]=[N:27]2)=[CH:7][N:6]=[C:5]([C:8]([O:10][CH3:11])=[O:9])[CH:4]=1, predict the reactants needed to synthesize it. The reactants are: [NH2:1][C:2]1[C:3]([CH3:12])=[CH:4][C:5]([C:8]([O:10][CH3:11])=[O:9])=[N:6][CH:7]=1.C(O)(=O)C.[CH:17](OCC)(OCC)OCC.[N-:27]=[N+:28]=[N-:29].[Na+]. (2) Given the product [Br:11][C:12]1[C:13]([O:22][CH3:23])=[CH:14][C:15]([NH:18][C:19](=[O:21])[CH3:20])=[C:16]([C:30](=[O:31])[C:29]2[CH:33]=[CH:34][C:26]([CH2:24][CH3:25])=[CH:27][CH:28]=2)[CH:17]=1, predict the reactants needed to synthesize it. The reactants are: P(Cl)(Cl)(Cl)=O.[Sn](Cl)(Cl)(Cl)Cl.[Br:11][C:12]1[CH:17]=[CH:16][C:15]([NH:18][C:19](=[O:21])[CH3:20])=[CH:14][C:13]=1[O:22][CH3:23].[CH2:24]([C:26]1[CH:34]=[CH:33][C:29]([C:30](O)=[O:31])=[CH:28][CH:27]=1)[CH3:25].